From a dataset of Forward reaction prediction with 1.9M reactions from USPTO patents (1976-2016). Predict the product of the given reaction. (1) Given the reactants [NH:1]1[CH2:6][CH2:5][O:4][CH2:3][CH2:2]1.C[Si]([N:11]=[C:12]=[O:13])(C)C, predict the reaction product. The product is: [N:1]1([C:12]([NH2:11])=[O:13])[CH2:6][CH2:5][O:4][CH2:3][CH2:2]1. (2) The product is: [O:51]=[S:2]1(=[O:1])[CH2:7][C@@H:6]2[CH2:8][C@H:3]1[CH2:4][N:5]2[CH2:9][C:10]([NH:12][C@:13]12[CH2:47][CH2:46][C@@H:45]([CH:48]([CH3:49])[CH3:50])[C@@H:14]1[C@@H:15]1[C@@:28]([CH3:31])([CH2:29][CH2:30]2)[C@@:27]2([CH3:32])[C@@H:18]([C@:19]3([CH3:44])[C@@H:24]([CH2:25][CH2:26]2)[C:23]([CH3:34])([CH3:33])[C:22]([C:35]2[CH:36]=[CH:37][C:38]([C:39]([OH:41])=[O:40])=[CH:42][CH:43]=2)=[CH:21][CH2:20]3)[CH2:17][CH2:16]1)=[O:11]. Given the reactants [O:1]=[S:2]1(=[O:51])[CH2:7][C@@H:6]2[CH2:8][C@H:3]1[CH2:4][N:5]2[CH2:9][C:10]([NH:12][C@:13]12[CH2:47][CH2:46][C@@H:45]([C:48]([CH3:50])=[CH2:49])[C@@H:14]1[C@@H:15]1[C@@:28]([CH3:31])([CH2:29][CH2:30]2)[C@@:27]2([CH3:32])[C@@H:18]([C@:19]3([CH3:44])[C@@H:24]([CH2:25][CH2:26]2)[C:23]([CH3:34])([CH3:33])[C:22]([C:35]2[CH:43]=[CH:42][C:38]([C:39]([OH:41])=[O:40])=[CH:37][CH:36]=2)=[CH:21][CH2:20]3)[CH2:17][CH2:16]1)=[O:11], predict the reaction product.